This data is from Reaction yield outcomes from USPTO patents with 853,638 reactions. The task is: Predict the reaction yield, written as a fraction of the theoretical maximum amount of product (1.0 means a 100% yield; for example, 0.34 means a 34% yield). (1) The reactants are [C:9](O[C:9]([O:11][C:12]([CH3:15])([CH3:14])[CH3:13])=[O:10])([O:11][C:12]([CH3:15])([CH3:14])[CH3:13])=[O:10].[Cl:16][C:17]1[C:18]([NH:24][CH2:25][CH:26]2[CH2:31][CH2:30][NH:29][CH2:28][CH2:27]2)=[CH:19][C:20]([NH2:23])=[N:21][CH:22]=1.C(N(CC)CC)C. The catalyst is ClCCl. The product is [NH2:23][C:20]1[CH:19]=[C:18]([NH:24][CH2:25][CH:26]2[CH2:31][CH2:30][N:29]([C:9]([O:11][C:12]([CH3:13])([CH3:14])[CH3:15])=[O:10])[CH2:28][CH2:27]2)[C:17]([Cl:16])=[CH:22][N:21]=1. The yield is 0.340. (2) The reactants are Cl[C:2](Cl)([O:4]C(=O)OC(Cl)(Cl)Cl)Cl.C([O-])([O-])=O.[Na+].[Na+].[NH2:19][C@H:20]([C:26]1[CH:31]=[CH:30][CH:29]=[C:28]([Br:32])[CH:27]=1)[C@H:21]([OH:25])[C:22]([OH:24])=[O:23].O1CCOCC1. The catalyst is O. The product is [Br:32][C:28]1[CH:27]=[C:26]([C@@H:20]2[C@@H:21]([C:22]([OH:24])=[O:23])[O:25][C:2](=[O:4])[NH:19]2)[CH:31]=[CH:30][CH:29]=1. The yield is 0.613. (3) The reactants are [O:1]=[C:2]1[C:10]2[C:5](=[CH:6][CH:7]=[CH:8][CH:9]=2)[C:4](=[O:11])[N:3]1[CH2:12][CH2:13][O:14][CH2:15][CH2:16][O:17][CH2:18][CH2:19][O:20][CH2:21][CH2:22][C:23]([O:25]C(C)(C)C)=[O:24]. The catalyst is FC(F)(F)C(O)=O. The product is [O:1]=[C:2]1[C:10]2[C:5](=[CH:6][CH:7]=[CH:8][CH:9]=2)[C:4](=[O:11])[N:3]1[CH2:12][CH2:13][O:14][CH2:15][CH2:16][O:17][CH2:18][CH2:19][O:20][CH2:21][CH2:22][C:23]([OH:25])=[O:24]. The yield is 0.840. (4) The product is [F:12][C:4]1[CH:5]=[C:6]2[C:10](=[C:2]([NH:1][C:13](=[O:15])[CH3:14])[CH:3]=1)[NH:9][C:8](=[O:11])[CH2:7]2. The reactants are [NH2:1][C:2]1[CH:3]=[C:4]([F:12])[CH:5]=[C:6]2[C:10]=1[NH:9][C:8](=[O:11])[CH2:7]2.[C:13](Cl)(=[O:15])[CH3:14]. The catalyst is O1CCCC1. The yield is 0.960. (5) The reactants are [NH:1]1[CH2:5][CH2:4][CH2:3][CH2:2]1.[C:6](Cl)(Cl)=[O:7].[O:10]1[CH:14]=[CH:13][CH:12]=[C:11]1[C:15]1[NH:23][C:22]([NH2:24])=[N:21][C:20]2[C:16]=1[N:17]=[CH:18][N:19]=2.CCN(CC)CC. The catalyst is C1(C)C=CC=CC=1.CN(C=O)C.O. The product is [O:10]1[CH:14]=[CH:13][CH:12]=[C:11]1[C:15]1[N:23]=[C:22]([NH2:24])[N:21]=[C:20]2[C:16]=1[N:17]=[CH:18][N:19]2[C:6]([N:1]1[CH2:5][CH2:4][CH2:3][CH2:2]1)=[O:7]. The yield is 0.620.